The task is: Predict the product of the given reaction.. This data is from Forward reaction prediction with 1.9M reactions from USPTO patents (1976-2016). Given the reactants Br[C:2]1[CH:3]=[C:4]2[C:9](=[CH:10][CH:11]=1)[C:8](=[O:12])[NH:7][N:6]=[C:5]2[Cl:13].[CH3:14][C:15]1[CH:16]=[C:17]([CH:20]=[CH:21][C:22]=1[CH3:23])[CH2:18][NH2:19].C1C=CC(P(C2C(C3C(P(C4C=CC=CC=4)C4C=CC=CC=4)=CC=C4C=3C=CC=C4)=C3C(C=CC=C3)=CC=2)C2C=CC=CC=2)=CC=1.CC([O-])(C)C.[Na+], predict the reaction product. The product is: [Cl:13][C:5]1[C:4]2[C:9](=[CH:10][CH:11]=[C:2]([NH:19][CH2:18][C:17]3[CH:20]=[CH:21][C:22]([CH3:23])=[C:15]([CH3:14])[CH:16]=3)[CH:3]=2)[C:8](=[O:12])[NH:7][N:6]=1.